This data is from CYP1A2 inhibition data for predicting drug metabolism from PubChem BioAssay. The task is: Regression/Classification. Given a drug SMILES string, predict its absorption, distribution, metabolism, or excretion properties. Task type varies by dataset: regression for continuous measurements (e.g., permeability, clearance, half-life) or binary classification for categorical outcomes (e.g., BBB penetration, CYP inhibition). Dataset: cyp1a2_veith. (1) The molecule is COCCn1c(=O)c(-c2ccc(OC)cc2)nc2cnc(Nc3ccccc3)nc21. The result is 0 (non-inhibitor). (2) The molecule is CCCC[C@@H]1C[C@H]1C(NC(=O)c1ccco1)c1ccc(-c2ccccc2)cc1. The result is 1 (inhibitor). (3) The molecule is CCCCOc1ccc(C(=O)CCN2CCCCC2)cc1. The result is 1 (inhibitor).